From a dataset of Forward reaction prediction with 1.9M reactions from USPTO patents (1976-2016). Predict the product of the given reaction. (1) Given the reactants [Br:1][C:2]1[CH:3]=[C:4]2[C:9](=[N:10][CH:11]=1)[NH:8][CH2:7][CH2:6][C:5]2([F:13])[F:12].[C:14]([N:22]=C=O)(=[O:21])C1C=CC=CC=1.CCO.C([O-])([O-])=O.[K+].[K+], predict the reaction product. The product is: [Br:1][C:2]1[CH:3]=[C:4]2[C:9](=[N:10][CH:11]=1)[N:8]([C:14]([NH2:22])=[O:21])[CH2:7][CH2:6][C:5]2([F:12])[F:13]. (2) The product is: [CH2:26]([S:23]([C:20]1[N:21]=[CH:22][C:17]([O:10][C:8]2[CH:9]=[C:4]([CH:5]=[C:6]([O:39][CH:37]([CH3:38])[CH2:36][OH:28])[CH:7]=2)[C:3]([NH:40][C:41]2[S:42][CH:43]=[CH:44][N:45]=2)=[O:15])=[CH:18][CH:19]=1)(=[O:25])=[O:24])[CH3:27]. Given the reactants CO[C:3](=[O:15])[C:4]1[CH:9]=[C:8]([OH:10])[CH:7]=[C:6](OCOC)[CH:5]=1.Br[C:17]1[CH:18]=[CH:19][C:20]([S:23]([CH2:26][CH3:27])(=[O:25])=[O:24])=[N:21][CH:22]=1.[O:28]([CH2:36][C@H:37]([OH:39])[CH3:38])[Si](C(C)(C)C)(C)C.[NH2:40][C:41]1[S:42][CH:43]=[CH:44][N:45]=1, predict the reaction product.